This data is from Forward reaction prediction with 1.9M reactions from USPTO patents (1976-2016). The task is: Predict the product of the given reaction. (1) The product is: [C:1]([NH:4][C@H:5]1[C@@H:10]([N:11]2[CH2:15][CH2:14][C@H:13]([NH2:16])[C:12]2=[O:27])[CH2:9][CH2:8][C@@H:7]([NH:28][C:29](=[O:35])[O:30][C:31]([CH3:34])([CH3:33])[CH3:32])[CH2:6]1)(=[O:3])[CH3:2]. Given the reactants [C:1]([NH:4][C@H:5]1[C@@H:10]([N:11]2[CH2:15][CH2:14][C@H:13]([NH:16]C(OCC3C=CC=CC=3)=O)[C:12]2=[O:27])[CH2:9][CH2:8][C@@H:7]([NH:28][C:29](=[O:35])[O:30][C:31]([CH3:34])([CH3:33])[CH3:32])[CH2:6]1)(=[O:3])[CH3:2], predict the reaction product. (2) Given the reactants [Br:1][C:2]1[CH:13]=[CH:12][C:5]2[C:6](=[O:11])[NH:7][C:8](=O)O[C:4]=2[CH:3]=1.C[NH2:15].CO, predict the reaction product. The product is: [CH3:8][NH:7][C:6](=[O:11])[C:5]1[CH:12]=[CH:13][C:2]([Br:1])=[CH:3][C:4]=1[NH2:15]. (3) The product is: [C:25]([O:29][C:30](=[O:31])[NH:32][C@@H:33]([CH:37]1[CH2:38][CH2:39][CH2:40][CH2:41][CH2:42]1)[C:34]([N:17]1[C@H:16]([C:14](=[O:15])[NH:13][C@H:6]2[C:7]3[C:12](=[CH:11][CH:10]=[CH:9][CH:8]=3)[O:3][CH2:4][CH2:5]2)[CH2:21][N:20]2[CH2:22][CH2:23][CH2:24][C@H:19]2[CH2:18]1)=[O:35])([CH3:28])([CH3:26])[CH3:27]. Given the reactants Cl.Cl.[O:3]1[C:12]2[C:7](=[CH:8][CH:9]=[CH:10][CH:11]=2)[C@H:6]([NH:13][C:14]([C@@H:16]2[CH2:21][N:20]3[CH2:22][CH2:23][CH2:24][C@H:19]3[CH2:18][NH:17]2)=[O:15])[CH2:5][CH2:4]1.[C:25]([O:29][C:30]([NH:32][C@@H:33]([CH:37]1[CH2:42][CH2:41][CH2:40][CH2:39][CH2:38]1)[C:34](O)=[O:35])=[O:31])([CH3:28])([CH3:27])[CH3:26].C(N(C(C)C)C(C)C)C.F[P-](F)(F)(F)(F)F.N1(OC(N(C)C)=[N+](C)C)C2N=CC=CC=2N=N1, predict the reaction product.